Dataset: Forward reaction prediction with 1.9M reactions from USPTO patents (1976-2016). Task: Predict the product of the given reaction. The product is: [Cl:37][C:36]1[CH:35]=[C:34]2[C:30]([C:31]([CH:38]=[O:39])=[CH:32][NH:33]2)=[CH:29][C:28]=1[C:8]1[CH:9]=[CH:10][C:11]([CH:14]2[CH2:18][CH2:17][N:16]([C:19]([O:21][C:22]([CH3:23])([CH3:24])[CH3:25])=[O:20])[CH2:15]2)=[CH:12][CH:13]=1. Given the reactants CC1(C)COB([C:8]2[CH:13]=[CH:12][C:11]([CH:14]3[CH2:18][CH2:17][N:16]([C:19]([O:21][C:22]([CH3:25])([CH3:24])[CH3:23])=[O:20])[CH2:15]3)=[CH:10][CH:9]=2)OC1.Br[C:28]1[CH:29]=[C:30]2[C:34](=[CH:35][C:36]=1[Cl:37])[NH:33][CH:32]=[C:31]2[CH:38]=[O:39].C(=O)([O-])[O-].[K+].[K+], predict the reaction product.